From a dataset of Reaction yield outcomes from USPTO patents with 853,638 reactions. Predict the reaction yield, written as a fraction of the theoretical maximum amount of product (1.0 means a 100% yield; for example, 0.34 means a 34% yield). The reactants are [NH:1]1[C:10]2[C:5](=[CH:6][CH:7]=[CH:8][CH:9]=2)[CH2:4][CH:3]([CH2:11][OH:12])[CH2:2]1.N1C=CN=C1.[Si:18](Cl)([C:21]([CH3:24])([CH3:23])[CH3:22])([CH3:20])[CH3:19]. The catalyst is C1COCC1.[Cl-].[Na+].O. The product is [Si:18]([O:12][CH2:11][CH:3]1[CH2:4][C:5]2[C:10](=[CH:9][CH:8]=[CH:7][CH:6]=2)[NH:1][CH2:2]1)([C:21]([CH3:24])([CH3:23])[CH3:22])([CH3:20])[CH3:19]. The yield is 0.840.